This data is from Full USPTO retrosynthesis dataset with 1.9M reactions from patents (1976-2016). The task is: Predict the reactants needed to synthesize the given product. (1) Given the product [CH:30]1([CH2:29][O:28][C:26]([N:17]2[CH:13]3[CH:14]([C:10]([C:9]#[C:8][C:4]4[CH:5]=[CH:6][CH:7]=[C:2]([Cl:1])[CH:3]=4)=[N:11][O:12]3)[CH2:15][CH2:16]2)=[O:27])[CH2:32][CH2:31]1, predict the reactants needed to synthesize it. The reactants are: [Cl:1][C:2]1[CH:3]=[C:4]([C:8]#[C:9][C:10]2[NH:11][O:12][CH:13]3[NH:17][CH2:16][CH2:15][C:14]=23)[CH:5]=[CH:6][CH:7]=1.C(N(CC)CC)C.Cl[C:26]([O:28][CH2:29][CH:30]1[CH2:32][CH2:31]1)=[O:27].O. (2) Given the product [C:4]([O:6][CH3:8])(=[O:5])[CH:3]([CH3:2])[OH:7].[C:4]([OH:6])(=[O:5])[C@H:3]([CH3:2])[OH:7], predict the reactants needed to synthesize it. The reactants are: O.[CH3:2][C@H:3]([OH:7])[C:4]([OH:6])=[O:5].[CH3:8]O. (3) Given the product [CH2:23]([N:16]1[C:17]2[C:22](=[CH:21][CH:20]=[CH:19][CH:18]=2)[C:14]([CH2:13][NH:11][CH3:9])=[CH:15]1)[CH3:24], predict the reactants needed to synthesize it. The reactants are: C(O[C:9]([N:11]([CH2:13][C:14]1[C:22]2[C:17](=[CH:18][CH:19]=[CH:20][CH:21]=2)[N:16]([CH:23](C)[CH3:24])[CH:15]=1)C)=O)C1C=CC=CC=1.C(OC(N(CC1C2C(=CC=CC=2)N(CC2C=CC=CC=2)C=1)C)=O)C1C=CC=CC=1. (4) Given the product [F:17][C:2]([F:1])([F:18])[C:3]1[CH:4]=[CH:5][C:6]([C:9]2[O:13][N:12]=[CH:11][C:10]=2[C:14]([N:20]2[CH2:24][CH2:23][CH:22]([C:25]3[CH:26]=[CH:27][N:28]=[CH:29][CH:30]=3)[CH2:21]2)=[O:16])=[CH:7][CH:8]=1, predict the reactants needed to synthesize it. The reactants are: [F:1][C:2]([F:18])([F:17])[C:3]1[CH:8]=[CH:7][C:6]([C:9]2[O:13][N:12]=[CH:11][C:10]=2[C:14]([OH:16])=O)=[CH:5][CH:4]=1.Cl.[NH:20]1[CH2:24][CH2:23][CH:22]([C:25]2[CH:30]=[CH:29][N:28]=[CH:27][CH:26]=2)[CH2:21]1. (5) The reactants are: [CH:1]1([O:6][C:7]2[CH:8]=[C:9]([NH:14][CH2:15][CH2:16][NH:17][C:18](=[O:24])[O:19][C:20]([CH3:23])([CH3:22])[CH3:21])[CH:10]=[CH:11][C:12]=2[CH3:13])[CH2:5][CH2:4][CH2:3][CH2:2]1.[C:25]1([C:34](=O)[NH:33][C:31](=[O:32])[NH:30][C:28]1=[O:29])=[N:26]O.O. Given the product [CH:1]1([O:6][C:7]2[C:12]([CH3:13])=[CH:11][C:10]3[N:26]=[C:25]4[C:34]([N:14]([CH2:15][CH2:16][NH:17][C:18](=[O:24])[O:19][C:20]([CH3:21])([CH3:23])[CH3:22])[C:9]=3[CH:8]=2)=[N:33][C:31](=[O:32])[NH:30][C:28]4=[O:29])[CH2:2][CH2:3][CH2:4][CH2:5]1, predict the reactants needed to synthesize it. (6) Given the product [Cl:1][C:2]1[CH:3]=[C:4]([CH:8]=[C:9]([OH:12])[C:10]=1[OH:11])[C:5]([O:7][CH3:15])=[O:6], predict the reactants needed to synthesize it. The reactants are: [Cl:1][C:2]1[CH:3]=[C:4]([CH:8]=[C:9]([OH:12])[C:10]=1[OH:11])[C:5]([OH:7])=[O:6].Cl[Si](C)(C)[CH3:15]. (7) The reactants are: [CH3:1]C([O-])(C)C.[K+].[CH:7]([O:10][C:11]1[C:18]([O:19][CH:20]([CH3:22])[CH3:21])=[CH:17][CH:16]=[CH:15][C:12]=1[CH:13]=O)([CH3:9])[CH3:8]. Given the product [CH:7]([O:10][C:11]1[C:18]([O:19][CH:20]([CH3:22])[CH3:21])=[CH:17][CH:16]=[CH:15][C:12]=1[CH:13]=[CH2:1])([CH3:9])[CH3:8], predict the reactants needed to synthesize it.